From a dataset of Peptide-MHC class I binding affinity with 185,985 pairs from IEDB/IMGT. Regression. Given a peptide amino acid sequence and an MHC pseudo amino acid sequence, predict their binding affinity value. This is MHC class I binding data. (1) The peptide sequence is KQWIILGLNK. The MHC is Mamu-B08 with pseudo-sequence Mamu-B08. The binding affinity (normalized) is 0.213. (2) The MHC is HLA-A03:01 with pseudo-sequence HLA-A03:01. The binding affinity (normalized) is 0.445. The peptide sequence is DSMDVLAEK. (3) The peptide sequence is FLRRRRAAL. The MHC is BoLA-HD6 with pseudo-sequence BoLA-HD6. The binding affinity (normalized) is 0.797. (4) The peptide sequence is WQGPSAAAY. The MHC is HLA-A01:01 with pseudo-sequence HLA-A01:01. The binding affinity (normalized) is 0.0847. (5) The peptide sequence is DHQLDPAFR. The MHC is HLA-A31:01 with pseudo-sequence HLA-A31:01. The binding affinity (normalized) is 0.432. (6) The peptide sequence is IDPNAPTWID. The MHC is Mamu-A01 with pseudo-sequence Mamu-A01. The binding affinity (normalized) is 0.128.